Dataset: Forward reaction prediction with 1.9M reactions from USPTO patents (1976-2016). Task: Predict the product of the given reaction. (1) Given the reactants [NH2:1][C:2]1[S:3][CH:4]=[C:5]2[C:10]=1[C:9](=[O:11])[N:8]([C:12]1[CH:17]=[CH:16][C:15](Cl)=[CH:14][CH:13]=1)[N:7]=[C:6]2[C:19]([NH:21][CH:22]([CH3:24])[CH3:23])=[O:20].NC1SC=C2C=1C(=O)N(C1C=CC([F:42])=CC=1)N=C2C(O)=O.C1(N)CC1, predict the reaction product. The product is: [NH2:1][C:2]1[S:3][CH:4]=[C:5]2[C:10]=1[C:9](=[O:11])[N:8]([C:12]1[CH:17]=[CH:16][C:15]([F:42])=[CH:14][CH:13]=1)[N:7]=[C:6]2[C:19]([NH:21][CH:22]1[CH2:24][CH2:23]1)=[O:20]. (2) Given the reactants Br[C:2]1[CH:7]=[C:6]([CH3:8])[C:5]([Br:9])=[CH:4][N:3]=1.[Li]CCCC.[C:15]([N:19]=[C:20]=[O:21])([CH3:18])([CH3:17])[CH3:16], predict the reaction product. The product is: [Br:9][C:5]1[C:6]([CH3:8])=[CH:7][C:2]([C:20]([NH:19][C:15]([CH3:18])([CH3:17])[CH3:16])=[O:21])=[N:3][CH:4]=1. (3) Given the reactants C(=O)([O-])[O-].[K+].[K+].C([O:10][C:11]1[CH:12]=[C:13]([C@:17]2([CH3:37])[CH2:22][CH2:21][N:20]([CH2:23][C@@H:24]([CH2:29][C:30]3[CH:35]=[CH:34][CH:33]=[CH:32][CH:31]=3)[C:25]([O:27][CH3:28])=[O:26])[CH2:19][C@@H:18]2[CH3:36])[CH:14]=[CH:15][CH:16]=1)(=O)C.O, predict the reaction product. The product is: [OH:10][C:11]1[CH:12]=[C:13]([C@:17]2([CH3:37])[CH2:22][CH2:21][N:20]([CH2:23][C@@H:24]([CH2:29][C:30]3[CH:31]=[CH:32][CH:33]=[CH:34][CH:35]=3)[C:25]([O:27][CH3:28])=[O:26])[CH2:19][C@@H:18]2[CH3:36])[CH:14]=[CH:15][CH:16]=1. (4) Given the reactants C(OC([NH:11][C@H:12]([C:20]([OH:22])=O)[CH2:13][CH2:14][CH2:15][NH:16][C:17](=[NH:19])[NH2:18])=O)C1C=CC=CC=1.[CH2:23]([S:26]([Cl:29])(=[O:28])=[O:27])[CH2:24][CH3:25].[NH:30]1[CH2:34][CH2:33][CH2:32][CH2:31]1, predict the reaction product. The product is: [ClH:29].[NH:19]=[C:17]([NH:18][S:26]([CH2:23][CH2:24][CH3:25])(=[O:28])=[O:27])[NH:16][CH2:15][CH2:14][CH2:13][C@@H:12]([C:20]([N:30]1[CH2:34][CH2:33][CH2:32][CH2:31]1)=[O:22])[NH2:11]. (5) Given the reactants [CH3:1][O:2][C:3]1[CH:4]=[C:5]2[C:9](=[CH:10][CH:11]=1)[N:8]=[C:7]([CH3:12])[C:6]2([CH3:14])[CH3:13].[N+:15]([C:18]1[CH:19]=[C:20]([CH:23]=[C:24]([N+:26]([O-:28])=[O:27])[CH:25]=1)[CH2:21][I:22])([O-:17])=[O:16], predict the reaction product. The product is: [I-:22].[N+:15]([C:18]1[CH:19]=[C:20]([CH:23]=[C:24]([N+:26]([O-:28])=[O:27])[CH:25]=1)[CH2:21][N+:8]1[C:9]2[C:5](=[CH:4][C:3]([O:2][CH3:1])=[CH:11][CH:10]=2)[C:6]([CH3:14])([CH3:13])[C:7]=1[CH3:12])([O-:17])=[O:16]. (6) Given the reactants [C:1]([N:8]1[CH:12]=[CH:11]N=C1)([N:3]1[CH:7]=[CH:6]N=C1)=[O:2].[Cl:13][C:14]1[CH:20]=[CH:19][C:18]([C:21]([F:24])([F:23])[F:22])=CC=1N.NC1C=[CH:46][C:29]([O:30][C:31]2[CH:36]=[CH:35][N:34]=[C:33]([NH:37][CH2:38][CH2:39][CH2:40][O:41][Si](C)(C)C)[N:32]=2)=[CH:28][CH:27]=1.[F-].C([N+](CCCC)(CCCC)CCCC)CCC, predict the reaction product. The product is: [Cl:13][C:14]1[CH:20]=[CH:19][C:18]([C:21]([F:22])([F:23])[F:24])=[CH:11][C:12]=1[NH:8][C:1]([NH:3][C:7]1[CH:6]=[CH:46][C:29]([O:30][C:31]2[CH:36]=[CH:35][N:34]=[C:33]([NH:37][CH2:38][CH2:39][CH2:40][OH:41])[N:32]=2)=[CH:28][CH:27]=1)=[O:2]. (7) The product is: [CH3:1][C:2]([CH3:15])([CH2:12][CH2:13][CH3:14])[CH2:3][C:4]1[CH:5]=[CH:6][C:7]([CH2:8][OH:9])=[CH:10][CH:11]=1. Given the reactants [CH3:1][C:2]([CH3:15])([CH2:12][CH2:13][CH3:14])[CH2:3][C:4]1[CH:11]=[CH:10][C:7]([CH:8]=[O:9])=[CH:6][CH:5]=1.C(C(C1C=CC(C=O)=CC=1)(C)CC)C.[BH4-].[K+], predict the reaction product.